From a dataset of Full USPTO retrosynthesis dataset with 1.9M reactions from patents (1976-2016). Predict the reactants needed to synthesize the given product. (1) Given the product [Br:1][CH2:33][C:30]1[CH:29]=[C:28]([C:23]2([CH3:22])[O:27][CH2:26][CH2:25][O:24]2)[O:32][CH:31]=1, predict the reactants needed to synthesize it. The reactants are: [Br:1]Br.C1(P(C2C=CC=CC=2)C2C=CC=CC=2)C=CC=CC=1.[CH3:22][C:23]1([C:28]2[O:32][CH:31]=[C:30]([CH2:33]O)[CH:29]=2)[O:27][CH2:26][CH2:25][O:24]1. (2) Given the product [C:1]([C:5]1[CH:10]=[CH:9][C:8]([S:11]([NH:14][C:15]2[CH:19]=[CH:18][S:17][C:16]=2[C:20]([OH:22])=[O:21])(=[O:13])=[O:12])=[C:7]([C:24]#[N:25])[CH:6]=1)([CH3:4])([CH3:2])[CH3:3], predict the reactants needed to synthesize it. The reactants are: [C:1]([C:5]1[CH:10]=[CH:9][C:8]([S:11]([NH:14][C:15]2[CH:19]=[CH:18][S:17][C:16]=2[C:20]([O:22]C)=[O:21])(=[O:13])=[O:12])=[C:7]([C:24]#[N:25])[CH:6]=1)([CH3:4])([CH3:3])[CH3:2].[OH-].[Li+]. (3) Given the product [N:1]1([C:6]2[CH:7]=[CH:8][C:9]([CH2:12][C:13]([N:58]3[CH2:59][CH2:60][N:53]4[C@H:54]([CH2:55][O:56][C@H:51]([C:47]5[CH:46]=[C:45]6[C:50](=[CH:49][CH:48]=5)[C:41](=[O:40])[O:42][CH2:43][CH2:44]6)[CH2:52]4)[CH2:57]3)=[O:15])=[CH:10][CH:17]=2)[CH:5]=[N:4][N:3]=[N:2]1, predict the reactants needed to synthesize it. The reactants are: [N:1]1([C:6]2N=[CH:10][C:9]([CH2:12][C:13]([OH:15])=O)=[CH:8][CH:7]=2)[CH:5]=[N:4][N:3]=[N:2]1.Cl.[CH3:17]N(C)CCCN=C=NCC.O.N1(O)C2C=CC=CC=2N=N1.[Cl-].[O:40]=[C:41]1[C:50]2[C:45](=[CH:46][C:47]([C@H:51]3[O:56][CH2:55][C@@H:54]4[CH2:57][NH2+:58][CH2:59][CH2:60][N:53]4[CH2:52]3)=[CH:48][CH:49]=2)[CH2:44][CH2:43][O:42]1.CN1CCOCC1. (4) Given the product [C:1]([O:5][C:6]([NH:8][CH2:9][C:10]1[S:30][C:14]([C:15]([O:17][CH2:18][CH3:19])=[O:16])=[N:13][N:12]=1)=[O:7])([CH3:4])([CH3:3])[CH3:2], predict the reactants needed to synthesize it. The reactants are: [C:1]([O:5][C:6]([NH:8][CH2:9][C:10]([NH:12][NH:13][C:14](=O)[C:15]([O:17][CH2:18][CH3:19])=[O:16])=O)=[O:7])([CH3:4])([CH3:3])[CH3:2].COC1C=CC(P2(SP(C3C=CC(OC)=CC=3)(=S)S2)=[S:30])=CC=1. (5) Given the product [C:1]([O:5][C:6]([N:8]([CH3:19])[CH2:9][CH2:10][CH2:11][CH2:12][CH2:13][C:14]([O:16][CH3:17])=[O:15])=[O:7])([CH3:4])([CH3:3])[CH3:2], predict the reactants needed to synthesize it. The reactants are: [C:1]([O:5][C:6]([NH:8][CH2:9][CH2:10][CH2:11][CH2:12][CH2:13][C:14]([O:16][CH3:17])=[O:15])=[O:7])([CH3:4])([CH3:3])[CH3:2].I[CH3:19].[H-].[Na+]. (6) Given the product [CH2:1]([Cl:26])/[CH:2]=[CH:3]\[C:4]1[CH:9]=[CH:8][CH:7]=[CH:6][CH:5]=1, predict the reactants needed to synthesize it. The reactants are: [CH2:1](O)[CH:2]=[CH:3][C:4]1[CH:9]=[CH:8][CH:7]=[CH:6][CH:5]=1.N1C(C)=CC(C)=CC=1C.[Cl-].[Li+].CS([Cl:26])(=O)=O. (7) The reactants are: [Cl:1][C:2]1[CH:7]=[CH:6][C:5]([CH:8]2[C:15]3[C:14]([CH3:16])=[N:13][N:12]([CH:17]4[CH2:19][CH2:18]4)[C:11]=3[C:10](=[O:20])[NH:9]2)=[CH:4][CH:3]=1.Br[C:22]1[CH:23]=[C:24]([CH3:32])[C:25]2[N:29]=[N:28][N:27]([CH3:30])[C:26]=2[CH:31]=1. Given the product [Cl:1][C:2]1[CH:7]=[CH:6][C:5]([CH:8]2[C:15]3[C:14]([CH3:16])=[N:13][N:12]([CH:17]4[CH2:19][CH2:18]4)[C:11]=3[C:10](=[O:20])[N:9]2[C:22]2[CH:23]=[C:24]([CH3:32])[C:25]3[N:29]=[N:28][N:27]([CH3:30])[C:26]=3[CH:31]=2)=[CH:4][CH:3]=1, predict the reactants needed to synthesize it. (8) The reactants are: C([O:8][C:9]1[C:10]([O:27][CH3:28])=[CH:11][C:12]([C:21]2[N:25]=[C:24]([CH3:26])[O:23][N:22]=2)=[C:13]([S:15]([N:18]([CH3:20])[CH3:19])(=[O:17])=[O:16])[CH:14]=1)C1C=CC=CC=1.Cl. Given the product [OH:8][C:9]1[C:10]([O:27][CH3:28])=[CH:11][C:12]([C:21]2[N:25]=[C:24]([CH3:26])[O:23][N:22]=2)=[C:13]([S:15]([N:18]([CH3:20])[CH3:19])(=[O:16])=[O:17])[CH:14]=1, predict the reactants needed to synthesize it.